From a dataset of Full USPTO retrosynthesis dataset with 1.9M reactions from patents (1976-2016). Predict the reactants needed to synthesize the given product. (1) Given the product [NH:1]1[C:5]2[CH:6]=[CH:7][C:8]([N:10]3[CH:15]([C:14]4[C:17]([F:20])=[CH:18][CH:19]=[C:12]([Cl:11])[C:13]=4[F:21])[C:34](=[N:33][CH:35]4[CH2:40][CH2:39][CH2:38][CH2:37][CH2:36]4)[NH:25][C:24]3=[O:22])=[CH:9][C:4]=2[N:3]=[CH:2]1, predict the reactants needed to synthesize it. The reactants are: [NH:1]1[C:5]2[CH:6]=[CH:7][C:8]([NH2:10])=[CH:9][C:4]=2[N:3]=[CH:2]1.[Cl:11][C:12]1[C:13]([F:21])=[C:14]([C:17]([F:20])=[CH:18][CH:19]=1)[CH:15]=O.[O:22]([C:24]#[N:25])[K].Cl.N1C=CC=CC=1.[N+:33]([CH:35]1[CH2:40][CH2:39][CH2:38][CH2:37][CH2:36]1)#[C-:34]. (2) Given the product [C:1]1([C@@:7]2([CH3:35])[C:11](=[O:12])[N:10]([C@@H:13]([CH2:17][CH:18]([CH3:19])[CH3:20])[C:14]([NH:106][C@H:107]([C:116]3[CH:121]=[CH:120][C:119]4[O:122][CH2:123][O:124][C:118]=4[CH:117]=3)[CH2:108][C:109]([OH:111])=[O:110])=[O:16])[C:9](=[O:21])[N:8]2[CH2:22][C:23]2[CH:24]=[CH:25][C:26]([C:29]3[CH:30]=[CH:31][CH:32]=[CH:33][CH:34]=3)=[CH:27][CH:28]=2)[CH:6]=[CH:5][CH:4]=[CH:3][CH:2]=1, predict the reactants needed to synthesize it. The reactants are: [C:1]1([C@@:7]2([CH3:35])[C:11](=[O:12])[N:10]([C@@H:13]([CH2:17][CH:18]([CH3:20])[CH3:19])[C:14]([OH:16])=O)[C:9](=[O:21])[N:8]2[CH2:22][C:23]2[CH:28]=[CH:27][C:26]([C:29]3[CH:34]=[CH:33][CH:32]=[CH:31][CH:30]=3)=[CH:25][CH:24]=2)[CH:6]=[CH:5][CH:4]=[CH:3][CH:2]=1.BrC1C=CC([C@@]2(C)C(=O)N([C@@H](CC(C)C)C(OC(C)(C)C)=O)C(=O)N2)=CC=1.C1(C2C=CC(CBr)=CC=2)C=CC=CC=1.C1([C@@]2(C)C(=O)N([C@@H](CC(C)C)C([O-])=O)C(=O)N2CC2C=CC=CC=2)C=CC=CC=1.[NH2:106][C@H:107]([C:116]1[CH:121]=[CH:120][C:119]2[O:122][CH2:123][O:124][C:118]=2[CH:117]=1)[CH2:108][C:109]([O:111]C(C)(C)C)=[O:110].FC(F)(F)C(O)=O. (3) Given the product [NH2:21][C:22]([NH:1][C:2]1[CH:6]=[C:5]([C:7]2[CH:12]=[CH:11][CH:10]=[CH:9][C:8]=2[Cl:13])[S:4][C:3]=1[C:14]([NH2:16])=[O:15])=[O:23], predict the reactants needed to synthesize it. The reactants are: [NH2:1][C:2]1[CH:6]=[C:5]([C:7]2[CH:12]=[CH:11][CH:10]=[CH:9][C:8]=2[Cl:13])[S:4][C:3]=1[C:14]([NH2:16])=[O:15].C[Si]([N:21]=[C:22]=[O:23])(C)C. (4) Given the product [ClH:14].[O:18]1[CH2:20][CH2:19][O:21][CH2:16][CH:15]1[CH2:17][NH:13][CH3:12], predict the reactants needed to synthesize it. The reactants are: S(C1C=CC(C)=CC=1)([O-])(=O)=O.[CH3:12][NH2:13].[ClH:14].[CH:15]([OH:18])([CH3:17])[CH3:16].[CH2:19]([OH:21])[CH3:20]. (5) Given the product [C:19]1([CH3:31])[CH:20]=[CH:21][C:22]([S:25]([O-:28])(=[O:26])=[O:27])=[CH:23][CH:24]=1.[OH:14][CH2:15][CH2:16][CH2:17][N+:6]1[C:5]2[CH:7]=[CH:8][CH:9]=[CH:10][C:4]=2[S:3][C:2]=1[CH3:1], predict the reactants needed to synthesize it. The reactants are: [CH3:1][C:2]1[S:3][C:4]2[CH:10]=[CH:9][CH:8]=[CH:7][C:5]=2[N:6]=1.C([O:14][CH2:15][CH2:16][CH2:17]I)(=O)C.[C:19]1([CH3:31])[CH:24]=[CH:23][C:22]([S:25]([O:28]CC)(=[O:27])=[O:26])=[CH:21][CH:20]=1.C(I)C. (6) Given the product [CH3:31][O:30][C:27]1[CH:28]=[CH:29][C:24]([N:23]2[C:17]3[C:16](=[O:36])[N:15]([C:12]4[CH:11]=[CH:10][C:9]([C:6]5([C:2]6[N:1]([CH3:43])[CH:5]=[CH:4][N:3]=6)[CH2:7][CH2:8]5)=[CH:14][CH:13]=4)[CH2:20][CH2:19][C:18]=3[C:21]([C:32]([F:33])([F:34])[F:35])=[N:22]2)=[CH:25][CH:26]=1, predict the reactants needed to synthesize it. The reactants are: [NH:1]1[CH2:5][CH2:4][N:3]=[C:2]1[C:6]1([C:9]2[CH:14]=[CH:13][C:12]([N:15]3[CH2:20][CH2:19][C:18]4[C:21]([C:32]([F:35])([F:34])[F:33])=[N:22][N:23]([C:24]5[CH:29]=[CH:28][C:27]([O:30][CH3:31])=[CH:26][CH:25]=5)[C:17]=4[C:16]3=[O:36])=[CH:11][CH:10]=2)[CH2:8][CH2:7]1.[O-][Mn](=O)(=O)=O.[K+].[CH3:43]CN(CC)CC.CO.C(Cl)Cl. (7) Given the product [CH2:20]([N:18]1[CH:19]=[C:15]([N:14]2[C:5]3[C:4]4[CH:3]=[C:2]([C:30]5[CH:31]=[N:32][C:27]([CH2:26][OH:25])=[CH:28][CH:29]=5)[CH:11]=[CH:10][C:9]=4[N:8]=[CH:7][C:6]=3[N:12]([CH3:24])[C:13]2=[O:23])[C:16]([CH3:22])=[N:17]1)[CH3:21], predict the reactants needed to synthesize it. The reactants are: Br[C:2]1[CH:11]=[CH:10][C:9]2[N:8]=[CH:7][C:6]3[N:12]([CH3:24])[C:13](=[O:23])[N:14]([C:15]4[C:16]([CH3:22])=[N:17][N:18]([CH2:20][CH3:21])[CH:19]=4)[C:5]=3[C:4]=2[CH:3]=1.[OH:25][CH2:26][C:27]1[N:32]=[CH:31][C:30](B(O)O)=[CH:29][CH:28]=1. (8) Given the product [CH:1]1([NH:5][C:6](=[O:17])[NH:7][C:8]2[CH:9]=[CH:10][C:11]([C:12]([N:28]3[CH2:27][CH2:26][N:25]([C:31]([O:33][C:34]([CH3:37])([CH3:36])[CH3:35])=[O:32])[CH2:30][CH2:29]3)=[O:14])=[CH:15][CH:16]=2)[CH2:2][CH2:3][CH2:4]1, predict the reactants needed to synthesize it. The reactants are: [CH:1]1([NH:5][C:6](=[O:17])[NH:7][C:8]2[CH:16]=[CH:15][C:11]([C:12]([OH:14])=O)=[CH:10][CH:9]=2)[CH2:4][CH2:3][CH2:2]1.C(N(CC)CC)C.[N:25]1([C:31]([O:33][C:34]([CH3:37])([CH3:36])[CH3:35])=[O:32])[CH2:30][CH2:29][NH:28][CH2:27][CH2:26]1.CCCP1(OP(CCC)(=O)OP(CCC)(=O)O1)=O. (9) Given the product [CH2:9]([O:8][C@@H:6]([CH3:7])[CH2:5][C:4]([OH:18])=[O:3])[C:10]1[CH:15]=[CH:14][CH:13]=[CH:12][CH:11]=1, predict the reactants needed to synthesize it. The reactants are: C([O:3][C:4](=[O:18])[CH:5](CC)[C@@H:6]([O:8][CH2:9][C:10]1[CH:15]=[CH:14][CH:13]=[CH:12][CH:11]=1)[CH3:7])C.[OH-].[Na+]. (10) Given the product [O:1]1[C:10]2[CH:9]=[C:8]([CH2:11][NH:12][CH:13]3[CH2:14][CH2:15][N:16]([CH2:19][CH2:20][N:21]4[C:30]5[C:25](=[CH:26][CH:27]=[C:28]([O:31][CH3:32])[CH:29]=5)[NH:24][CH2:23][C:22]4=[O:33])[CH2:17][CH2:18]3)[N:7]=[CH:6][C:5]=2[O:4][CH2:3][CH2:2]1, predict the reactants needed to synthesize it. The reactants are: [O:1]1[C:10]2[CH:9]=[C:8]([CH2:11][NH:12][CH:13]3[CH2:18][CH2:17][N:16]([CH2:19][CH2:20][N:21]4[C:30]5[C:25](=[CH:26][CH:27]=[C:28]([O:31][CH3:32])[CH:29]=5)[N:24]=[CH:23][C:22]4=[O:33])[CH2:15][CH2:14]3)[N:7]=[CH:6][C:5]=2[O:4][CH2:3][CH2:2]1.[BH4-].[Na+].